Dataset: Experimentally validated miRNA-target interactions with 360,000+ pairs, plus equal number of negative samples. Task: Binary Classification. Given a miRNA mature sequence and a target amino acid sequence, predict their likelihood of interaction. (1) The miRNA is hsa-miR-6780a-5p with sequence UUGGGAGGGAAGACAGCUGGAGA. The protein sequence of the target gene is MAASAAVFSRLRSGLRLGSRGLCTRLATPPRRAPDQAAEIGSRGSTKAQGPQQQPGSEGPSYAKKVALWLAGLLGAGGTVSVVYIFGNNPVDENGAKIPDEFDNDPILVQQLRRTYKYFKDYRQMIIEPTSPCLLPDPLQEPYYQPPYTLVLELTGVLLHPEWSLATGWRFKKRPGIETLFQQLAPLYEIVIFTSETGMTAFPLIDSVDPHGFISYRLFRDATRYMDGHHVKDISCLNRDPARVVVVDCKKEAFRLQPYNGVALRPWDGNSDDRVLLDLSAFLKTIALNGVEDVRTVLEH.... Result: 1 (interaction). (2) The miRNA is hsa-miR-3199 with sequence AGGGACUGCCUUAGGAGAAAGUU. The protein sequence of the target gene is MPVTHRKSDASDMNSDTSPSCRLRAFSRGGSLESRSSSSRSRSFTLDDESLKYLTHEEKDVLLFFEETIDSLDEDFEEPVLCDGGVCCLCSPSLEESTSSPSEPEDVIDLVQPAPGAGEAEGLPEGTQAAGPAPAGKEHRKQDAETPPPPDPPAPETLLAPPPLPSTPDPPRRELRAPSPPVEHPRLLRSVPTPLVMAQKISERMAGNEALSPTSPFREGRPGEWRTPAARGPRSGDPGPGPSHPAQPKAPRFPSNIIVTNGAAREPRRTLSRAAVSVQERRAQVLATIHGHAGAFPAAG.... Result: 1 (interaction). (3) The miRNA is mmu-miR-340-5p with sequence UUAUAAAGCAAUGAGACUGAUU. The protein sequence of the target gene is MVCEKCEKKLGRVITPDTWKDGARNTTESGGRKLNENKALTSKKARFDPYGKNKFSTCRICKSSVHQPGSHYCQGCAYKKGICAMCGKKVLDTKNYKQTSV. Result: 1 (interaction).